From a dataset of Forward reaction prediction with 1.9M reactions from USPTO patents (1976-2016). Predict the product of the given reaction. (1) Given the reactants Cl[C:2]1[CH:11]=[CH:10][C:5]([C:6]([O:8][CH3:9])=[O:7])=[CH:4][N:3]=1.[C:12]([O:16][C:17]([N:19]1[CH2:24][C@@H:23]2[CH2:25][C@H:20]1[CH2:21][NH:22]2)=[O:18])([CH3:15])([CH3:14])[CH3:13], predict the reaction product. The product is: [CH3:9][O:8][C:6]([C:5]1[CH:10]=[CH:11][C:2]([N:22]2[CH2:21][C@@H:20]3[CH2:25][C@H:23]2[CH2:24][N:19]3[C:17]([O:16][C:12]([CH3:15])([CH3:14])[CH3:13])=[O:18])=[N:3][CH:4]=1)=[O:7]. (2) Given the reactants [F:1][C:2]1[C:11]([F:12])=[CH:10][C:5]([CH2:6]N(C)C)=[C:4]([OH:13])[CH:3]=1.[C:14]([O:17]C(=O)C)(=[O:16])[CH3:15].C[OH:22].[C:23]1([CH3:29])C=CC=CC=1, predict the reaction product. The product is: [C:14]([O:17][CH2:6][C:5]1[CH:10]=[C:11]([F:12])[C:2]([F:1])=[CH:3][C:4]=1[O:13][C:23](=[O:22])[CH3:29])(=[O:16])[CH3:15]. (3) Given the reactants [NH:1]1[C:5]2=[N:6][CH:7]=[CH:8][CH:9]=[C:4]2[CH2:3][CH2:2]1.[H-].[Na+].[Si:12](Cl)([C:15]([CH3:18])([CH3:17])[CH3:16])([CH3:14])[CH3:13], predict the reaction product. The product is: [C:15]([Si:12]([CH3:14])([CH3:13])[N:1]1[C:5]2=[N:6][CH:7]=[CH:8][CH:9]=[C:4]2[CH2:3][CH2:2]1)([CH3:18])([CH3:17])[CH3:16]. (4) Given the reactants [Br:1][C:2]1[CH:3]=[C:4]([CH:21]=[CH:22][CH:23]=1)[CH2:5][N:6]1[C:14]2[C:13](=[O:15])[N:12]([CH3:16])[C:11](=[O:17])[N:10]([CH3:18])[C:9]=2[N:8]=[C:7]1[CH:19]=[O:20].[CH2:24]([Mg]Cl)[CH2:25][CH2:26][CH3:27], predict the reaction product. The product is: [Br:1][C:2]1[CH:3]=[C:4]([CH:21]=[CH:22][CH:23]=1)[CH2:5][N:6]1[C:14]2[C:13](=[O:15])[N:12]([CH3:16])[C:11](=[O:17])[N:10]([CH3:18])[C:9]=2[N:8]=[C:7]1[CH:19]([OH:20])[CH2:24][CH2:25][CH2:26][CH3:27]. (5) Given the reactants [C:1](=[O:8])([O:3][C:4]([CH3:7])([CH3:6])[CH3:5])[NH2:2].[Na+].[C:10]1([S:16]([O-:18])=[O:17])[CH:15]=[CH:14][CH:13]=[CH:12][CH:11]=1.[Cl:19][C:20]1[C:27]([Cl:28])=[CH:26][CH:25]=[CH:24][C:21]=1[CH:22]=O.C(O)=O, predict the reaction product. The product is: [Cl:19][C:20]1[C:27]([Cl:28])=[CH:26][CH:25]=[CH:24][C:21]=1[CH:22]([NH:2][C:1](=[O:8])[O:3][C:4]([CH3:7])([CH3:6])[CH3:5])[S:16]([C:10]1[CH:15]=[CH:14][CH:13]=[CH:12][CH:11]=1)(=[O:18])=[O:17]. (6) Given the reactants Br[CH2:2][CH2:3][CH2:4][O:5][C:6]1[CH:11]=[CH:10][C:9]([C:12]2[C:13]3[CH:20]=[CH:19][CH:18]=[CH:17][C:14]=3[S:15][CH:16]=2)=[CH:8][CH:7]=1.C(=O)([O-])[O-].[K+].[NH2:26][CH:27]1[C:35]2[C:30](=[CH:31][CH:32]=[CH:33][CH:34]=2)[CH2:29][CH2:28]1.[K+].C(#N)C.CO, predict the reaction product. The product is: [S:15]1[CH:16]=[C:12]([C:9]2[CH:10]=[CH:11][C:6]([O:5][CH2:4][CH2:3][CH2:2][NH:26][CH:27]3[C:35]4[C:30](=[CH:31][CH:32]=[CH:33][CH:34]=4)[CH2:29][CH2:28]3)=[CH:7][CH:8]=2)[C:13]2[CH:20]=[CH:19][CH:18]=[CH:17][C:14]1=2. (7) Given the reactants Cl[C:2]1[N:7]=[C:6]([C:8]2[S:12][C:11]([N:13]3[CH2:18][CH2:17][CH2:16][CH2:15][CH2:14]3)=[N:10][C:9]=2[C:19]2[CH:20]=[C:21]([NH:25][C:26](=[O:35])[C:27]3[C:32]([F:33])=[CH:31][CH:30]=[CH:29][C:28]=3[F:34])[CH:22]=[CH:23][CH:24]=2)[CH:5]=[CH:4][N:3]=1.[N:36]1([CH2:41][C:42]2[CH:43]=[C:44]([NH2:48])[CH:45]=[CH:46][CH:47]=2)[CH2:40][CH2:39][CH2:38][CH2:37]1, predict the reaction product. The product is: [F:34][C:28]1[CH:29]=[CH:30][CH:31]=[C:32]([F:33])[C:27]=1[C:26]([NH:25][C:21]1[CH:22]=[CH:23][CH:24]=[C:19]([C:9]2[N:10]=[C:11]([N:13]3[CH2:18][CH2:17][CH2:16][CH2:15][CH2:14]3)[S:12][C:8]=2[C:6]2[CH:5]=[CH:4][N:3]=[C:2]([NH:48][C:44]3[CH:45]=[CH:46][CH:47]=[C:42]([CH2:41][N:36]4[CH2:37][CH2:38][CH2:39][CH2:40]4)[CH:43]=3)[N:7]=2)[CH:20]=1)=[O:35]. (8) Given the reactants [NH2:1][C:2]1[CH:3]=[C:4]([C:8]2[C:12]([C:13]3[CH:18]=[CH:17][N:16]=[C:15]([NH:19][C:20]([CH3:23])([CH3:22])[CH3:21])[CH:14]=3)=[CH:11][N:10]([CH2:24][C:25]3[CH:30]=[CH:29][C:28]([O:31][CH3:32])=[CH:27][CH:26]=3)[N:9]=2)[CH:5]=[CH:6][CH:7]=1.[F:33][C:34]([F:45])([F:44])[C:35]1[CH:40]=[CH:39][C:38]([N:41]=[C:42]=[O:43])=[CH:37][CH:36]=1.O, predict the reaction product. The product is: [C:20]([NH:19][C:15]1[CH:14]=[C:13]([C:12]2[C:8]([C:4]3[CH:3]=[C:2]([NH:1][C:42]([NH:41][C:38]4[CH:37]=[CH:36][C:35]([C:34]([F:33])([F:44])[F:45])=[CH:40][CH:39]=4)=[O:43])[CH:7]=[CH:6][CH:5]=3)=[N:9][N:10]([CH2:24][C:25]3[CH:26]=[CH:27][C:28]([O:31][CH3:32])=[CH:29][CH:30]=3)[CH:11]=2)[CH:18]=[CH:17][N:16]=1)([CH3:23])([CH3:22])[CH3:21]. (9) Given the reactants [O:1]([CH2:8][C:9]1[N:13]2[CH:14]=[CH:15][CH:16]=[CH:17][C:12]2=[N:11][C:10]=1[C:18]([O-:20])=O)[C:2]1[CH:7]=[CH:6][CH:5]=[CH:4][CH:3]=1.[Na+].[CH3:22][CH:23]([CH3:47])[CH2:24][NH:25][C@H:26]1[CH2:31][C@@H:30]([C:32]([N:34]2[CH2:39][CH2:38][O:37][CH2:36][CH2:35]2)=[O:33])[CH2:29][N:28]([C:40]([O:42][C:43]([CH3:46])([CH3:45])[CH3:44])=[O:41])[CH2:27]1.C(N(CC)C(C)C)(C)C.F[P-](F)(F)(F)(F)F.ClC(N(C)C)=[N+](C)C, predict the reaction product. The product is: [CH3:22][CH:23]([CH3:47])[CH2:24][N:25]([C:18]([C:10]1[N:11]=[C:12]2[CH:17]=[CH:16][CH:15]=[CH:14][N:13]2[C:9]=1[CH2:8][O:1][C:2]1[CH:3]=[CH:4][CH:5]=[CH:6][CH:7]=1)=[O:20])[C@H:26]1[CH2:31][C@@H:30]([C:32]([N:34]2[CH2:39][CH2:38][O:37][CH2:36][CH2:35]2)=[O:33])[CH2:29][N:28]([C:40]([O:42][C:43]([CH3:44])([CH3:46])[CH3:45])=[O:41])[CH2:27]1.